Dataset: Full USPTO retrosynthesis dataset with 1.9M reactions from patents (1976-2016). Task: Predict the reactants needed to synthesize the given product. (1) Given the product [CH3:32][O:33][C:34](=[O:39])[CH:35]([NH:36][C:13](=[O:15])[CH2:12][CH2:11][CH2:10][CH2:9][C:4]1([CH3:3])[O:5][CH2:6][CH2:7][O:8]1)[CH2:37][OH:38], predict the reactants needed to synthesize it. The reactants are: N#N.[CH3:3][C:4]1([CH2:9][CH2:10][CH2:11][CH2:12][C:13]([OH:15])=O)[O:8][CH2:7][CH2:6][O:5]1.CCN(CC)CC.ClC(OCC(C)C)=O.Cl.[CH3:32][O:33][C:34](=[O:39])[C@H:35]([CH2:37][OH:38])[NH2:36]. (2) The reactants are: [N:1]1[CH:6]=[CH:5][CH:4]=[CH:3][C:2]=1[CH:7]=[O:8].[Cl:9][C:10]1[C:15]([C:16]#[N:17])=[C:14]([C:18]([F:21])([F:20])[F:19])[CH:13]=[C:12]([NH:22][CH:23]([CH2:27]O)[CH:24]([CH3:26])[CH3:25])[N:11]=1.C1(C)C=CC(S(O)(=O)=O)=CC=1. Given the product [Cl:9][C:10]1[C:15]([C:16]#[N:17])=[C:14]([C:18]([F:20])([F:21])[F:19])[CH:13]=[C:12]([N:22]2[CH:23]([CH:24]([CH3:26])[CH3:25])[CH2:27][O:8][CH:7]2[C:2]2[CH:3]=[CH:4][CH:5]=[CH:6][N:1]=2)[N:11]=1, predict the reactants needed to synthesize it. (3) Given the product [CH3:1][O:2][C:3]1[CH:4]=[C:5]([CH:21]=[C:22]([O:24][CH3:25])[CH:23]=1)[CH2:6][NH:7][C:8]1[CH:13]=[C:12]([N:36]2[CH2:35][CH2:34][N:33]([C:26]([O:28][C:29]([CH3:32])([CH3:31])[CH3:30])=[O:27])[CH2:38][CH2:37]2)[CH:11]=[CH:10][C:9]=1[C:15](=[O:20])[C:16]([F:19])([F:18])[F:17], predict the reactants needed to synthesize it. The reactants are: [CH3:1][O:2][C:3]1[CH:4]=[C:5]([CH:21]=[C:22]([O:24][CH3:25])[CH:23]=1)[CH2:6][NH:7][C:8]1[CH:13]=[C:12](F)[CH:11]=[CH:10][C:9]=1[C:15](=[O:20])[C:16]([F:19])([F:18])[F:17].[C:26]([N:33]1[CH2:38][CH2:37][NH:36][CH2:35][CH2:34]1)([O:28][C:29]([CH3:32])([CH3:31])[CH3:30])=[O:27].C(N(CC)C(C)C)(C)C. (4) Given the product [CH2:9]1[O:10][C@@H:1]2[O:8][C@H:7]1[C@@H:5]([OH:6])[C@@H:3]1[O:4][C@@H:2]12, predict the reactants needed to synthesize it. The reactants are: [C@@H:1]12[O:10][CH2:9][C@@H:7]([O:8]1)[C@@H:5]([OH:6])[C@H:3]([OH:4])[CH2:2]2.C([O-])(O)=O.[Na+]. (5) The reactants are: C([O:4][C:5]1[CH:10]=[CH:9][C:8]([C:11]2[N:12]=[C:13]([CH2:38][C:39]3[CH:44]=[CH:43][CH:42]=[CH:41][CH:40]=3)[C:14]([N:17](S(CC3C=CC=CC=3)(=O)=O)[S:18]([CH2:21][C:22]3[CH:27]=[CH:26][CH:25]=[CH:24][CH:23]=3)(=[O:20])=[O:19])=[N:15][CH:16]=2)=[CH:7][CH:6]=1)(=O)C.[OH-].[Na+].Cl. Given the product [CH2:38]([C:13]1[C:14]([NH:17][S:18]([CH2:21][C:22]2[CH:27]=[CH:26][CH:25]=[CH:24][CH:23]=2)(=[O:20])=[O:19])=[N:15][CH:16]=[C:11]([C:8]2[CH:9]=[CH:10][C:5]([OH:4])=[CH:6][CH:7]=2)[N:12]=1)[C:39]1[CH:40]=[CH:41][CH:42]=[CH:43][CH:44]=1, predict the reactants needed to synthesize it.